From a dataset of Reaction yield outcomes from USPTO patents with 853,638 reactions. Predict the reaction yield, written as a fraction of the theoretical maximum amount of product (1.0 means a 100% yield; for example, 0.34 means a 34% yield). (1) The reactants are [CH3:1][O:2][C:3](=[O:41])[C:4]1[CH:9]=[CH:8][C:7]([CH2:10][N:11]2[CH:15]=[C:14]([C:16]3[CH:21]=[CH:20][C:19]([Cl:22])=[CH:18][C:17]=3[Cl:23])[N:13]=[C:12]2/[CH:24]=[CH:25]/[C:26]2[CH:31]=[CH:30][C:29]([C:32]3[CH:37]=[CH:36][C:35]([NH2:38])=[C:34]([O:39][CH3:40])[CH:33]=3)=[CH:28][CH:27]=2)=[CH:6][CH:5]=1.[CH:42]([N:45]=[C:46]=[O:47])([CH3:44])[CH3:43]. The product is [CH3:1][O:2][C:3](=[O:41])[C:4]1[CH:9]=[CH:8][C:7]([CH2:10][N:11]2[CH:15]=[C:14]([C:16]3[CH:21]=[CH:20][C:19]([Cl:22])=[CH:18][C:17]=3[Cl:23])[N:13]=[C:12]2/[CH:24]=[CH:25]/[C:26]2[CH:31]=[CH:30][C:29]([C:32]3[CH:37]=[CH:36][C:35]([NH:38][C:46]([NH:45][CH:42]([CH3:44])[CH3:43])=[O:47])=[C:34]([O:39][CH3:40])[CH:33]=3)=[CH:28][CH:27]=2)=[CH:6][CH:5]=1. No catalyst specified. The yield is 0.720. (2) The reactants are Br[C:2]1[CH:10]=[C:9]2[C:5]([C:6]([C:11]#[N:12])=[CH:7][NH:8]2)=[CH:4][CH:3]=1.[C:13]([O-:16])(=[O:15])C.[Na+].ClCCl.[CH2:21](O)[CH3:22]. The catalyst is C1C=CC(P(C2C=CC=CC=2)[C-]2C=CC=C2)=CC=1.C1C=CC(P(C2C=CC=CC=2)[C-]2C=CC=C2)=CC=1.Cl[Pd]Cl.[Fe+2]. The product is [CH2:21]([O:16][C:13]([C:2]1[CH:10]=[C:9]2[C:5]([C:6]([C:11]#[N:12])=[CH:7][NH:8]2)=[CH:4][CH:3]=1)=[O:15])[CH3:22]. The yield is 0.450.